From a dataset of Forward reaction prediction with 1.9M reactions from USPTO patents (1976-2016). Predict the product of the given reaction. (1) Given the reactants [Cl:1][C:2]1[C:7]([C:8]([F:11])([F:10])[F:9])=[CH:6][CH:5]=[CH:4][C:3]=1[CH2:12][NH:13][C:14](=[O:27])[CH:15]([N:18](C)[C:19](=O)OC(C)(C)C)[CH2:16][OH:17].FC(F)(F)C(O)=O, predict the reaction product. The product is: [Cl:1][C:2]1[C:7]([C:8]([F:11])([F:10])[F:9])=[CH:6][CH:5]=[CH:4][C:3]=1[CH2:12][NH:13][C:14](=[O:27])[C@H:15]([CH2:16][OH:17])[NH:18][CH3:19]. (2) Given the reactants C([O:4][CH:5]1[C:9]2=[N:10][CH:11]=[C:12]([NH:29][C:30]([C:32]3[N:33]=[C:34]([C:45]4[C:50]([F:51])=[CH:49][CH:48]=[CH:47][C:46]=4[F:52])[S:35][C:36]=3[NH:37]C(OC(C)(C)C)=O)=[O:31])[C:13]([N:14]3[CH2:19][C@H:18]([CH3:20])[CH2:17][C@H:16]([NH:21]C(OC(C)(C)C)=O)[CH2:15]3)=[C:8]2[CH2:7][CH2:6]1)(=O)C.CO.[OH-].[Na+].C(O)(C(F)(F)F)=O, predict the reaction product. The product is: [NH2:37][C:36]1[S:35][C:34]([C:45]2[C:50]([F:51])=[CH:49][CH:48]=[CH:47][C:46]=2[F:52])=[N:33][C:32]=1[C:30]([NH:29][C:12]1[C:13]([N:14]2[CH2:19][C@H:18]([CH3:20])[CH2:17][C@H:16]([NH2:21])[CH2:15]2)=[C:8]2[CH2:7][CH2:6][CH:5]([OH:4])[C:9]2=[N:10][CH:11]=1)=[O:31]. (3) Given the reactants [NH:1]1[CH:5]=[CH:4][C:3]([NH2:6])=[N:2]1.C([O-])(O)=O.[Na+].[C:12](OC(=O)C)(=[O:14])[CH3:13], predict the reaction product. The product is: [NH:1]1[CH:5]=[CH:4][C:3]([NH:6][C:12](=[O:14])[CH3:13])=[N:2]1. (4) Given the reactants [CH:1]([Mg]Br)=[CH2:2].[Br:5][C:6]1[CH:11]=[CH:10][CH:9]=[CH:8][C:7]=1[N+:12]([O-])=O.[Cl-].[NH4+], predict the reaction product. The product is: [Br:5][C:6]1[CH:11]=[CH:10][CH:9]=[C:8]2[C:7]=1[NH:12][CH:2]=[CH:1]2. (5) Given the reactants [NH:1]1[C:9]2[C:4](=[CH:5][C:6]([C:10]3[C:19]([N:20]4[CH2:24][CH2:23][CH2:22][C@@H:21]4[CH3:25])=[N:18][C:17]4[C:12](=[CH:13][CH:14]=[C:15]([C:26]([O:28]C)=[O:27])[CH:16]=4)[N:11]=3)=[CH:7][CH:8]=2)[CH:3]=[N:2]1.[OH-].[Na+].O, predict the reaction product. The product is: [NH:1]1[C:9]2[C:4](=[CH:5][C:6]([C:10]3[C:19]([N:20]4[CH2:24][CH2:23][CH2:22][C@@H:21]4[CH3:25])=[N:18][C:17]4[C:12](=[CH:13][CH:14]=[C:15]([C:26]([OH:28])=[O:27])[CH:16]=4)[N:11]=3)=[CH:7][CH:8]=2)[CH:3]=[N:2]1. (6) Given the reactants [C:1](Cl)(=[O:6])[CH2:2][CH:3]([CH3:5])[CH3:4].[NH2:8][C:9]1[C:13]2[CH:14]=[CH:15][CH:16]=[CH:17][C:12]=2[O:11][C:10]=1[C:18]([NH2:20])=[O:19].O, predict the reaction product. The product is: [CH3:4][CH:3]([CH3:5])[CH2:2][C:1]([NH:8][C:9]1[C:13]2[CH:14]=[CH:15][CH:16]=[CH:17][C:12]=2[O:11][C:10]=1[C:18]([NH2:20])=[O:19])=[O:6]. (7) Given the reactants [N+:1]([C:4]1[CH:9]=[CH:8][C:7]([S:10]([CH3:18])(=[N:12][C:13](=[O:17])[CH2:14][O:15][CH3:16])=[O:11])=[CH:6][CH:5]=1)([O-])=O, predict the reaction product. The product is: [NH2:1][C:4]1[CH:9]=[CH:8][C:7]([S:10]([CH3:18])(=[N:12][C:13](=[O:17])[CH2:14][O:15][CH3:16])=[O:11])=[CH:6][CH:5]=1. (8) Given the reactants [CH3:1][N:2]1[C:6]([C:7]2[C:12]([F:13])=[CH:11][N:10]=[C:9]([NH2:14])[N:8]=2)=[CH:5][N:4]=[C:3]1[CH3:15].Br[C:17]1[CH:22]=[CH:21][C:20]([S:23]([N:26]2[CH2:31][CH2:30][N:29]([CH3:32])[CH2:28][CH2:27]2)(=[O:25])=[O:24])=[C:19]([CH3:33])[CH:18]=1, predict the reaction product. The product is: [CH3:1][N:2]1[C:6]([C:7]2[C:12]([F:13])=[CH:11][N:10]=[C:9]([NH:14][C:17]3[CH:22]=[CH:21][C:20]([S:23]([N:26]4[CH2:27][CH2:28][N:29]([CH3:32])[CH2:30][CH2:31]4)(=[O:24])=[O:25])=[C:19]([CH3:33])[CH:18]=3)[N:8]=2)=[CH:5][N:4]=[C:3]1[CH3:15]. (9) Given the reactants Br[C:2]1[CH:3]=[C:4]2[C:8](=[C:9]([CH3:11])[CH:10]=1)[N:7]([CH3:12])[N:6]=[CH:5]2.C([Li])CCC.CON(C)[C:21]([C:23]1[CH:28]=[C:27]([Cl:29])[N:26]=[CH:25][N:24]=1)=[O:22].C(=O)([O-])O.[Na+], predict the reaction product. The product is: [Cl:29][C:27]1[N:26]=[CH:25][N:24]=[C:23]([C:21]([C:2]2[CH:3]=[C:4]3[C:8](=[C:9]([CH3:11])[CH:10]=2)[N:7]([CH3:12])[N:6]=[CH:5]3)=[O:22])[CH:28]=1.